From a dataset of Reaction yield outcomes from USPTO patents with 853,638 reactions. Predict the reaction yield, written as a fraction of the theoretical maximum amount of product (1.0 means a 100% yield; for example, 0.34 means a 34% yield). The reactants are [CH2:1]([NH:3][S:4]([C:7]1[CH:12]=[CH:11][CH:10]=[CH:9][C:8]=1[N+:13]([O-:15])=[O:14])(=[O:6])=[O:5])[CH3:2].[Br:16][CH2:17][CH2:18][CH2:19]Br.[H-].[Na+].C(Cl)Cl. The yield is 0.820. The catalyst is CN(C=O)C. The product is [Br:16][CH2:17][CH2:18][CH2:19][N:3]([CH2:1][CH3:2])[S:4]([C:7]1[CH:12]=[CH:11][CH:10]=[CH:9][C:8]=1[N+:13]([O-:15])=[O:14])(=[O:5])=[O:6].